This data is from CYP3A4 inhibition data for predicting drug metabolism from PubChem BioAssay. The task is: Regression/Classification. Given a drug SMILES string, predict its absorption, distribution, metabolism, or excretion properties. Task type varies by dataset: regression for continuous measurements (e.g., permeability, clearance, half-life) or binary classification for categorical outcomes (e.g., BBB penetration, CYP inhibition). Dataset: cyp3a4_veith. (1) The drug is CC1(C)CC(=O)C/C(=N/NC(=O)CCCOc2ccc(Cl)cc2Cl)C1. The result is 0 (non-inhibitor). (2) The molecule is COn1c(SCc2ccc(C)cc2C)nc2ccccc2c1=O. The result is 1 (inhibitor).